Task: Regression/Classification. Given a drug SMILES string, predict its absorption, distribution, metabolism, or excretion properties. Task type varies by dataset: regression for continuous measurements (e.g., permeability, clearance, half-life) or binary classification for categorical outcomes (e.g., BBB penetration, CYP inhibition). For this dataset (ppbr_az), we predict Y.. Dataset: Plasma protein binding rate (PPBR) regression data from AstraZeneca (1) The drug is CC1=C(/C=C/C(C)=C/C=C/C(C)=C/C(=O)Nc2ccc(O)cc2)C(C)(C)CCC1. The Y is 99.8 %. (2) The drug is CN[C@@H](C)C(=O)N[C@H](C(=O)N[C@H]1CCN(CCCc2ccccc2)C1)C1CCCCC1. The Y is 64.0 %. (3) The compound is O=C1[C@H]2[C@H]3CC[C@H](C3)[C@H]2C(=O)N1[C@H]1CC[C@H](C(=O)Nc2cccc3cccnc23)CC1. The Y is 98.4 %. (4) The molecule is COc1cc2ncc(C(N)=O)c(Nc3cccc(Cl)c3Cl)c2cc1NCCN1CCCCC1. The Y is 97.9 %. (5) The compound is CN[C@@H](C)C(=O)N[C@H]1CN(C(=O)CC(C)C)CC[C@H]2CC[C@@H](C(=O)NC(c3ccccc3)c3ccccc3)N2C1=O. The Y is 74.7 %. (6) The drug is CC(C)Cn1c(=O)n(C)c(=O)c2c(C(=O)N3CC[C@@H](O)C3)c(Cc3c[nH]c4ccccc34)sc21. The Y is 91.5 %.